From a dataset of Experimentally validated miRNA-target interactions with 360,000+ pairs, plus equal number of negative samples. Binary Classification. Given a miRNA mature sequence and a target amino acid sequence, predict their likelihood of interaction. (1) The miRNA is hsa-miR-362-3p with sequence AACACACCUAUUCAAGGAUUCA. The protein sequence of the target gene is MCKSLRYCFSHCLYLAMTRLEEVNREVNMHSSVRYLGYLARINLLVAICLGLYVRWEKTANSLILVIFILGLFVLGIASILYYYFSMEAASLSLSNLWFGFLLGLLCFLDNSSFKNDVKEESTKYLLLTSIVLRILCSLVERISGYVRHRPTLLTTVEFLELVGFAIASTTMLVEKSLSVILLVVALAMLIIDLRMKSFLAIPNLVIFAVLLFFSSLETPKNPIAFACFFICLITDPFLDIYFSGLSVTERWKPFLYRGRICRRLSVVFAGMIELTFFILSAFKLRDTHLWYFVIPGFSI.... Result: 0 (no interaction). (2) The miRNA is hsa-miR-5000-5p with sequence CAGUUCAGAAGUGUUCCUGAGU. The protein sequence of the target gene is MVGKLKQNLLLACLVISSVTVFYLGQHAMECHHRIEERSQPARLENPKATVRAGLDIKANKTFTYHKDMPLIFIGGVPRSGTTLMRAMLDAHPDIRCGEETRVIPRILALKQMWSRSSKEKIRLDEAGVTDEVLDSAMQAFLLEVIVKHGEPAPYLCNKDPFALKSLTYLARLFPNAKFLLMVRDGRASVHSMISRKVTIAGFDLNSYRDCLTKWNRAIETMYNQCMEVGYKKCMLVHYEQLVLHPERWMRTLLKFLHIPWNHSVLHHEEMIGKAGGVSLSKVERSTDQVIKPVNVGALS.... Result: 0 (no interaction). (3) The protein sequence of the target gene is MDGDGDPESVGQPEEASPEEQPEEASAEEERPEDQQEEEAAAAAAYLDELPEPLLLRVLAALPAAELVQACRLVCLRWKELVDGAPLWLLKCQQEGLVPEGGVEEERDHWQQFYFLSKRRRNLLRNPCGEEDLEGWCDVEHGGDGWRVEELPGDSGVEFTHDESVKKYFASSFEWCRKAQVIDLQAEGYWEELLDTTQPAIVVKDWYSGRSDAGCLYELTVKLLSEHENVLAEFSSGQVAVPQDSDGGGWMEISHTFTDYGPGVRFVRFEHGGQDSVYWKGWFGARVTNSSVWVEP. Result: 0 (no interaction). The miRNA is hsa-miR-520c-5p with sequence CUCUAGAGGGAAGCACUUUCUG. (4) The miRNA is dme-miR-310-3p with sequence UAUUGCACACUUCCCGGCCUUU. The protein sequence of the target gene is MLDFLAENNLCGQAILRIVSCGNAIIAELLRLSEFIPAVFRLKDRADQQKYGDIIFDFSYFKGPELWESKLDAKPELQDLDEEFRENNIEIVTRFYLAFQSVHKYIVDLNRYLDDLNEGVYIQQTLETVLLNEDGKQLLCEALYLYGVMLLVIDQKIEGEVRERMLVSYYRYSAARSSADSNMDDICKLLRSTGYSSQPGAKRPSNYPESYFQRVPINESFISMVIGRLRSDDIYNQVSAYPLPEHRSTALANQAAMLYVILYFEPSILHTHQAKMREIVDKYFPDNWVISIYMGITVNL.... Result: 0 (no interaction). (5) The miRNA is hsa-miR-218-1-3p with sequence AUGGUUCCGUCAAGCACCAUGG. The protein sequence of the target gene is MQREEGFNTKMADGPDEYETETGCVPLLHPEEIKPQSHYNHGYGEPLGRKTHIDDYSTWDIVKATQYGIYERCRELVEAGYDVRQPDKENVTLLHWAAINNRIDLVKYYISKGAIVDQLGGDLNSTPLHWATRQGHLSMVVQLMKYGADPSLIDGEGCSCIHLAAQFGHTSIVAYLIAKGQDVDMMDQNGMTPLMWAAYRTHSVDPTRLLLTFNVSVNLGDKYHKNTALHWAVLAGNTTVISLLLEAGGNVDAQNVKGESALDLAKQRKNVWMINHLQEARQAKGYDNPSFLRKLKADKE.... Result: 0 (no interaction). (6) The miRNA is mmu-miR-3064-3p with sequence UGCCACACUGCAACACCUUACA. The protein sequence of the target gene is MSLTSAYQHKLAEKLTILNDRGQGVLIRMYNIKKTCSDPKSKPPFLLEKSMEPSLKYINKKFPNIDVRNSTQHLGPVHREKAEIIRFLTNYYQSFVDVMEFRDHVYELLNTIDACQCHFDINLNFDFTRSYLDLIVTYTSVILLLSRIEDRRILIGMYNCAHEMLHGHGDPSFARLGQMVLEYDHPLKKLTEEFGPHTKAVSGALLSLHFLFVRRNQGAEQWRSAQLLSLISNPPAMINPANSDTMACEYLSVEVMERWIIIGFLLCHGCLNSNSQCQKLWKLCLQGSLYITLIREDVLQ.... Result: 0 (no interaction). (7) The miRNA is hsa-miR-4673 with sequence UCCAGGCAGGAGCCGGACUGGA. The protein sequence of the target gene is MFSINPLENLKVYISSRPPLVVFMISVSAMAIAFLTLGYFFKIKEIKSPEMAEDWNTFLLRFNDLDLCVSENETLKHLTNDTTTPESTMTSGQARASTQSPQALEDSGPVNISVSITLTLDPLKPFGGYSRNVTHLYSTILGHQIGLSGREAHEEINITFTLPTAWSSDDCALHGHCEQVVFTACMTLTASPGVFPVTVQPPHCVPDTYSNATLWYKIFTTARDANTKYAQDYNPFWCYKGAIGKVYHALNPKLTVIVPDDDRSLINLHLMHTSYFLFVMVITMFCYAVIKGRPSKLRQS.... Result: 1 (interaction).